From a dataset of NCI-60 drug combinations with 297,098 pairs across 59 cell lines. Regression. Given two drug SMILES strings and cell line genomic features, predict the synergy score measuring deviation from expected non-interaction effect. Drug 1: CC1CCC2CC(C(=CC=CC=CC(CC(C(=O)C(C(C(=CC(C(=O)CC(OC(=O)C3CCCCN3C(=O)C(=O)C1(O2)O)C(C)CC4CCC(C(C4)OC)OCCO)C)C)O)OC)C)C)C)OC. Drug 2: CC12CCC3C(C1CCC2OP(=O)(O)O)CCC4=C3C=CC(=C4)OC(=O)N(CCCl)CCCl.[Na+]. Cell line: T-47D. Synergy scores: CSS=29.9, Synergy_ZIP=5.50, Synergy_Bliss=1.38, Synergy_Loewe=9.00, Synergy_HSA=2.81.